Dataset: Peptide-MHC class II binding affinity with 134,281 pairs from IEDB. Task: Regression. Given a peptide amino acid sequence and an MHC pseudo amino acid sequence, predict their binding affinity value. This is MHC class II binding data. (1) The peptide sequence is AASVPAADKFKTFEA. The MHC is DRB1_1501 with pseudo-sequence DRB1_1501. The binding affinity (normalized) is 0.115. (2) The peptide sequence is DAYVATLTEALRVIA. The MHC is HLA-DQA10104-DQB10503 with pseudo-sequence HLA-DQA10104-DQB10503. The binding affinity (normalized) is 0. (3) The peptide sequence is PISVTAPPPQLPRPP. The MHC is DRB1_0301 with pseudo-sequence DRB1_0301. The binding affinity (normalized) is 0.0615. (4) The peptide sequence is LRAEQASQEVKNWMTETL. The MHC is DRB1_0405 with pseudo-sequence DRB1_0405. The binding affinity (normalized) is 0.182.